This data is from Full USPTO retrosynthesis dataset with 1.9M reactions from patents (1976-2016). The task is: Predict the reactants needed to synthesize the given product. Given the product [ClH:26].[NH2:7][C@@H:8]1[C:14](=[O:15])[N:13]([CH3:16])[C:12]2[CH:17]=[CH:18][CH:19]=[CH:20][C:11]=2[N:10]([S:21]([CH3:24])(=[O:23])=[O:22])[CH2:9]1, predict the reactants needed to synthesize it. The reactants are: C(OC(=O)[NH:7][C@@H:8]1[C:14](=[O:15])[N:13]([CH3:16])[C:12]2[CH:17]=[CH:18][CH:19]=[CH:20][C:11]=2[N:10]([S:21]([CH3:24])(=[O:23])=[O:22])[CH2:9]1)(C)(C)C.[ClH:26].